This data is from Forward reaction prediction with 1.9M reactions from USPTO patents (1976-2016). The task is: Predict the product of the given reaction. (1) Given the reactants Cl[C:2]1[N:3]=[N:4][C:5]([CH2:10][C:11]2[CH:16]=[CH:15][N:14]=[CH:13][CH:12]=2)=[C:6]([CH3:9])[C:7]=1[CH3:8].[CH3:17][C:18]1[CH:24]=[CH:23][C:21]([NH2:22])=[CH:20][CH:19]=1, predict the reaction product. The product is: [CH3:17][C:18]1[CH:24]=[CH:23][C:21]([NH:22][C:2]2[N:3]=[N:4][C:5]([CH2:10][C:11]3[CH:16]=[CH:15][N:14]=[CH:13][CH:12]=3)=[C:6]([CH3:9])[C:7]=2[CH3:8])=[CH:20][CH:19]=1. (2) Given the reactants [Br:1][C:2]1[CH:10]=[CH:9][C:5]([C:6]([OH:8])=[O:7])=[C:4]([F:11])[CH:3]=1.O=S(Cl)Cl.[CH3:16]O, predict the reaction product. The product is: [Br:1][C:2]1[CH:10]=[CH:9][C:5]([C:6]([O:8][CH3:16])=[O:7])=[C:4]([F:11])[CH:3]=1. (3) Given the reactants [NH2:1][C:2]1[N:10]=[CH:9][N:8]=[C:7]2[C:3]=1[N:4]=[C:5]([S:17][C:18]1[S:19][C:20]3[C:26]([Cl:27])=[CH:25][CH:24]=[CH:23][C:21]=3[N:22]=1)[N:6]2[CH2:11][CH2:12][O:13]C(=O)C, predict the reaction product. The product is: [NH2:1][C:2]1[N:10]=[CH:9][N:8]=[C:7]2[C:3]=1[N:4]=[C:5]([S:17][C:18]1[S:19][C:20]3[C:26]([Cl:27])=[CH:25][CH:24]=[CH:23][C:21]=3[N:22]=1)[N:6]2[CH2:11][CH2:12][OH:13]. (4) The product is: [NH2:1][C:4]1[CH:5]=[C:6]2[C:10](=[CH:11][CH:12]=1)[N:9]([C:13]([O:15][C:16]([CH3:17])([CH3:18])[CH3:19])=[O:14])[C:8]([C:20]([O:22][CH2:23][CH3:24])=[O:21])=[CH:7]2. Given the reactants [N+:1]([C:4]1[CH:5]=[C:6]2[C:10](=[CH:11][CH:12]=1)[N:9]([C:13]([O:15][C:16]([CH3:19])([CH3:18])[CH3:17])=[O:14])[C:8]([C:20]([O:22][CH2:23][CH3:24])=[O:21])=[CH:7]2)([O-])=O, predict the reaction product. (5) Given the reactants [CH2:1]([O:3][C:4](=[O:12])[CH2:5][C:6]1[N:7]=[C:8]([SH:11])[S:9][CH:10]=1)[CH3:2].[C:13]([O:17][C:18](=[O:21])[CH2:19]Br)([CH3:16])([CH3:15])[CH3:14], predict the reaction product. The product is: [CH2:1]([O:3][C:4](=[O:12])[CH2:5][C:6]1[N:7]=[C:8]([S:11][CH2:19][C:18]([O:17][C:13]([CH3:16])([CH3:15])[CH3:14])=[O:21])[S:9][CH:10]=1)[CH3:2]. (6) Given the reactants [Cl:1][C:2]1[CH:7]=[CH:6][N:5]=[C:4]2[CH:8]=[C:9]([Sn](C)(C)C)[S:10][C:3]=12.Br[C:16]1[S:17][CH:18]=[CH:19][N:20]=1, predict the reaction product. The product is: [Cl:1][C:2]1[CH:7]=[CH:6][N:5]=[C:4]2[CH:8]=[C:9]([C:16]3[S:17][CH:18]=[CH:19][N:20]=3)[S:10][C:3]=12. (7) Given the reactants [C:1]([N:4]1[C:8]2[CH:9]=[CH:10][CH:11]=[CH:12][C:7]=2[NH:6][C:5]1=[O:13])([CH3:3])=[CH2:2].[C:14]([O:18][CH3:19])(=[O:17])[CH:15]=[CH2:16].[OH-].C([N+](C)(C)C)C1C=CC=CC=1.O, predict the reaction product. The product is: [CH3:19][O:18][C:14](=[O:17])[CH2:15][CH2:16][N:6]1[C:7]2[CH:12]=[CH:11][CH:10]=[CH:9][C:8]=2[N:4]([C:1]([CH3:3])=[CH2:2])[C:5]1=[O:13].